From a dataset of Catalyst prediction with 721,799 reactions and 888 catalyst types from USPTO. Predict which catalyst facilitates the given reaction. Reactant: Cl.[NH:2]1[CH:6]=[C:5]([C:7]2[CH:30]=[CH:29][C:10]3[N:11]([C:14]4[CH:15]=[C:16]([NH:20][C:21]([NH:23][CH2:24][C:25]([F:28])([F:27])[F:26])=[O:22])[CH:17]=[CH:18][CH:19]=4)[CH:12]=[N:13][C:9]=3[CH:8]=2)[CH:4]=[N:3]1.[F:31][C:32]([F:38])([F:37])/[CH:33]=[CH:34]/[C:35]#[N:36].N12CCCN=C1CCCCC2. Product: [C:35]([CH2:34][CH:33]([N:2]1[CH:6]=[C:5]([C:7]2[CH:30]=[CH:29][C:10]3[N:11]([C:14]4[CH:15]=[C:16]([NH:20][C:21]([NH:23][CH2:24][C:25]([F:28])([F:27])[F:26])=[O:22])[CH:17]=[CH:18][CH:19]=4)[CH:12]=[N:13][C:9]=3[CH:8]=2)[CH:4]=[N:3]1)[C:32]([F:38])([F:37])[F:31])#[N:36]. The catalyst class is: 10.